Dataset: Retrosynthesis with 50K atom-mapped reactions and 10 reaction types from USPTO. Task: Predict the reactants needed to synthesize the given product. Given the product OCCOCCc1ccc(Cl)cc1, predict the reactants needed to synthesize it. The reactants are: O=C(O)COCCc1ccc(Cl)cc1.